This data is from Reaction yield outcomes from USPTO patents with 853,638 reactions. The task is: Predict the reaction yield, written as a fraction of the theoretical maximum amount of product (1.0 means a 100% yield; for example, 0.34 means a 34% yield). The reactants are [Cl:1][C:2]1[N:3]=[CH:4][C:5]([C:8]([OH:10])=O)=[N:6][CH:7]=1.C(Cl)(=O)C(Cl)=O.Cl.[CH3:18][O:19][CH:20]1[CH2:23][NH:22][CH2:21]1.CCN(C(C)C)C(C)C. The catalyst is C(Cl)Cl.CN(C=O)C. The product is [Cl:1][C:2]1[N:3]=[CH:4][C:5]([C:8]([N:22]2[CH2:23][CH:20]([O:19][CH3:18])[CH2:21]2)=[O:10])=[N:6][CH:7]=1. The yield is 0.510.